Dataset: Full USPTO retrosynthesis dataset with 1.9M reactions from patents (1976-2016). Task: Predict the reactants needed to synthesize the given product. (1) Given the product [C:1]([NH:8][C@H:9]([C:17]([CH:37]=[N+:35]=[N-:36])=[O:19])[C@H:10]([CH3:16])[O:11][C:12]([CH3:13])([CH3:14])[CH3:15])([O:3][C:4]([CH3:5])([CH3:6])[CH3:7])=[O:2], predict the reactants needed to synthesize it. The reactants are: [C:1]([NH:8][C@H:9]([C:17]([OH:19])=O)[C@H:10]([CH3:16])[O:11][C:12]([CH3:15])([CH3:14])[CH3:13])([O:3][C:4]([CH3:7])([CH3:6])[CH3:5])=[O:2].CN1CCOCC1.ClC(OCC(C)C)=O.[N+:35](=[CH2:37])=[N-:36].C(OCC)C. (2) Given the product [F:21][C:2]([F:1])([F:20])[C:3]1[CH:4]=[C:5]([C@@H:13]2[O:17][C:16](=[O:18])[N:15]([CH2:39][C:38]3[C:33]([Cl:32])=[N:34][CH:35]=[CH:36][N:37]=3)[C@H:14]2[CH3:19])[CH:6]=[C:7]([C:9]([F:10])([F:11])[F:12])[CH:8]=1, predict the reactants needed to synthesize it. The reactants are: [F:1][C:2]([F:21])([F:20])[C:3]1[CH:4]=[C:5]([C@H:13]2[O:17][C:16](=[O:18])[NH:15][C@H:14]2[CH3:19])[CH:6]=[C:7]([C:9]([F:12])([F:11])[F:10])[CH:8]=1.C[Si]([N-][Si](C)(C)C)(C)C.[Na+].[Cl:32][C:33]1[C:38]([CH2:39]Cl)=[N:37][CH:36]=[CH:35][N:34]=1. (3) Given the product [CH3:57][S:58]([O:45][CH:13]([C:5]1[CH:4]=[C:3]([C:2]([F:46])([F:47])[F:1])[CH:8]=[C:7]([C:9]([F:11])([F:12])[F:10])[CH:6]=1)[CH2:14][N:15]([C:16]([O:17][C:18]([CH3:20])([CH3:21])[CH3:19])=[O:22])[CH2:23][C:24]1[CH:29]=[C:28]([C:30]([F:33])([F:31])[F:32])[CH:27]=[CH:26][C:25]=1[C:34]1[CH:39]=[C:38]([CH:40]([CH3:42])[CH3:41])[CH:37]=[CH:36][C:35]=1[O:43][CH3:44])(=[O:60])=[O:59], predict the reactants needed to synthesize it. The reactants are: [F:1][C:2]([F:47])([F:46])[C:3]1[CH:4]=[C:5]([CH:13]([OH:45])[CH2:14][N:15]([CH2:23][C:24]2[CH:29]=[C:28]([C:30]([F:33])([F:32])[F:31])[CH:27]=[CH:26][C:25]=2[C:34]2[CH:39]=[C:38]([CH:40]([CH3:42])[CH3:41])[CH:37]=[CH:36][C:35]=2[O:43][CH3:44])[C:16](=[O:22])[O:17][C:18]([CH3:21])([CH3:20])[CH3:19])[CH:6]=[C:7]([C:9]([F:12])([F:11])[F:10])[CH:8]=1.CCN(C(C)C)C(C)C.[CH3:57][S:58](Cl)(=[O:60])=[O:59]. (4) Given the product [N:12]1([CH2:17][CH2:18][CH2:19][NH:20][C:21]([C:23]2[NH:24][C:25]([CH:32]=[C:5]3[C:4]4[C:8](=[CH:9][CH:10]=[C:2]([Br:1])[CH:3]=4)[NH:7][C:6]3=[O:11])=[C:26]3[C:31]=2[CH2:30][CH2:29][CH2:28][CH2:27]3)=[O:22])[CH2:16][CH2:15][CH2:14][CH2:13]1, predict the reactants needed to synthesize it. The reactants are: [Br:1][C:2]1[CH:3]=[C:4]2[C:8](=[CH:9][CH:10]=1)[NH:7][C:6](=[O:11])[CH2:5]2.[N:12]1([CH2:17][CH2:18][CH2:19][NH:20][C:21]([C:23]2[NH:24][C:25]([CH:32]=O)=[C:26]3[C:31]=2[CH2:30][CH2:29][CH2:28][CH2:27]3)=[O:22])[CH2:16][CH2:15][CH2:14][CH2:13]1. (5) Given the product [N:3]1[CH:4]=[CH:5][CH:6]=[N:7][C:2]=1[N:11]1[CH2:10][CH:9]([CH3:8])[O:14][CH:13]([CH3:15])[CH2:12]1, predict the reactants needed to synthesize it. The reactants are: Cl[C:2]1[N:7]=[CH:6][CH:5]=[CH:4][N:3]=1.[CH3:8][CH:9]1[O:14][CH:13]([CH3:15])[CH2:12][NH:11][CH2:10]1.C(N(C(C)C)CC)(C)C.